Dataset: Reaction yield outcomes from USPTO patents with 853,638 reactions. Task: Predict the reaction yield, written as a fraction of the theoretical maximum amount of product (1.0 means a 100% yield; for example, 0.34 means a 34% yield). (1) The reactants are [C:1]1([CH3:23])[CH:6]=[CH:5][C:4]([C@H:7]2[CH2:12][C@@H:11]([C:13]([F:16])([F:15])[F:14])[N:10]3[N:17]=[CH:18][C:19]([C:20](O)=[O:21])=[C:9]3[NH:8]2)=[CH:3][CH:2]=1.CN(C(ON1N=NC2C=CC=NC1=2)=[N+](C)C)C.F[P-](F)(F)(F)(F)F.C(N(CC)C(C)C)(C)C.[F:57][C:58]1[CH:59]=[C:60]([CH:63]=[C:64]([F:66])[CH:65]=1)[CH2:61][NH2:62]. No catalyst specified. The product is [F:57][C:58]1[CH:59]=[C:60]([CH:63]=[C:64]([F:66])[CH:65]=1)[CH2:61][NH:62][C:20]([C:19]1[CH:18]=[N:17][N:10]2[C@H:11]([C:13]([F:15])([F:16])[F:14])[CH2:12][C@H:7]([C:4]3[CH:5]=[CH:6][C:1]([CH3:23])=[CH:2][CH:3]=3)[NH:8][C:9]=12)=[O:21]. The yield is 0.470. (2) The reactants are Br[C:2]1[C:3]([NH:5][C:6](=[O:8])[CH:7]=1)=[O:4].C([O-])(=O)C.[Na+].[CH2:14]([SH:20])[CH2:15][CH2:16][CH2:17][CH2:18][CH3:19]. The catalyst is CO. The product is [CH2:14]([S:20][C:2]1[C:3]([NH:5][C:6](=[O:8])[CH:7]=1)=[O:4])[CH2:15][CH2:16][CH2:17][CH2:18][CH3:19]. The yield is 1.00. (3) The reactants are [C:1]([CH:5]1[CH2:10][CH2:9][C:8](=[O:11])[CH2:7][CH2:6]1)([CH3:4])([CH3:3])[CH3:2].[CH3:12][Si:13](C)([CH3:23])[CH2:14]C(C1C=CC=CC=1)=C.N(S(C(F)(F)F)(=O)=O)S(C(F)(F)F)(=O)=O.CCN(CC)CC.C(=O)([O-])O.[Na+]. The catalyst is C1(C)C=CC=CC=1.ClCCl. The product is [C:1]([CH:5]1[CH2:6][CH2:7][C:8]([O:11][Si:13]([CH3:23])([CH3:14])[CH3:12])=[CH:9][CH2:10]1)([CH3:4])([CH3:2])[CH3:3]. The yield is 0.900. (4) The catalyst is C(Cl)Cl. The product is [CH3:31][N:19]([CH2:20][C:21]1[S:25][C:24]2[CH:26]=[CH:27][CH:28]=[CH:29][C:23]=2[C:22]=1[CH3:30])[C:17](=[O:18])/[CH:16]=[CH:15]/[C:12]1[CH:13]=[N:14][C:8]2[NH:7][C:6](=[O:32])[N:5]([CH2:4][CH:3]=[O:2])[CH2:10][C:9]=2[CH:11]=1. The reactants are C[O:2][CH:3](OC)[CH2:4][N:5]1[CH2:10][C:9]2[CH:11]=[C:12](/[CH:15]=[CH:16]/[C:17]([N:19]([CH3:31])[CH2:20][C:21]3[S:25][C:24]4[CH:26]=[CH:27][CH:28]=[CH:29][C:23]=4[C:22]=3[CH3:30])=[O:18])[CH:13]=[N:14][C:8]=2[NH:7][C:6]1=[O:32].C(O)(C(F)(F)F)=O.O. The yield is 0.990. (5) The reactants are [Cl:1][C:2]1[CH:7]=[CH:6][C:5]([S:8]([CH2:11][C:12]2[CH:17]=[C:16]([F:18])[CH:15]=[CH:14][C:13]=2[F:19])(=[O:10])=[O:9])=[CH:4][CH:3]=1.[S:20]1[CH2:25][CH2:24][CH:23](O)[CH2:22][CH2:21]1.C(C=P(CCCC)(CCCC)CCCC)#N. The catalyst is C1(C)C=CC=CC=1.CCCCCC.C(OC(C)C)(C)C. The product is [Cl:1][C:2]1[CH:7]=[CH:6][C:5]([S:8]([CH:11]([C:12]2[CH:17]=[C:16]([F:18])[CH:15]=[CH:14][C:13]=2[F:19])[CH:23]2[CH2:24][CH2:25][S:20][CH2:21][CH2:22]2)(=[O:10])=[O:9])=[CH:4][CH:3]=1. The yield is 0.610. (6) The reactants are [CH:1]12[NH:16][CH:5]([CH2:6][N:7]([C:9]([O:11][C:12]([CH3:15])([CH3:14])[CH3:13])=[O:10])[CH2:8]1)[CH2:4][O:3][CH2:2]2.C(N(CC)CC)C.Cl[C:25]([O:27][CH2:28][C:29]1[CH:34]=[CH:33][CH:32]=[CH:31][CH:30]=1)=[O:26]. The catalyst is ClCCl. The product is [CH:5]12[N:16]([C:25]([O:27][CH2:28][C:29]3[CH:34]=[CH:33][CH:32]=[CH:31][CH:30]=3)=[O:26])[CH:1]([CH2:8][N:7]([C:9]([O:11][C:12]([CH3:13])([CH3:15])[CH3:14])=[O:10])[CH2:6]1)[CH2:2][O:3][CH2:4]2. The yield is 0.800. (7) The product is [CH3:1][O:2][C:3]1[CH:4]=[C:5]2[C:10](=[CH:11][CH:12]=1)[CH:9]=[C:8]([C@H:13]([CH3:17])[C:14]([O:16][CH2:28][CH2:27][O:26][C:25]1[CH:30]=[CH:31][C:22]([O:21][CH2:20][CH2:19][OH:18])=[CH:23][CH:24]=1)=[O:15])[CH:7]=[CH:6]2. The reactants are [CH3:1][O:2][C:3]1[CH:4]=[C:5]2[C:10](=[CH:11][CH:12]=1)[CH:9]=[C:8]([C@H:13]([CH3:17])[C:14]([OH:16])=[O:15])[CH:7]=[CH:6]2.[OH:18][CH2:19][CH2:20][O:21][C:22]1[CH:31]=[CH:30][C:25]([O:26][CH2:27][CH2:28]O)=[CH:24][CH:23]=1.Cl.CN(C)CCCN=C=NCC.CCN(CC)CC. The catalyst is CN(C1C=CN=CC=1)C.CN(C=O)C. The yield is 0.310.